The task is: Predict the reactants needed to synthesize the given product.. This data is from Full USPTO retrosynthesis dataset with 1.9M reactions from patents (1976-2016). (1) Given the product [C:1]([C:5]1[CH:6]=[CH:7][C:8]([S:11]([NH:14][C:15]2[CH:20]=[C:19]([F:21])[C:18]([Cl:22])=[CH:17][C:16]=2[C:23]2[N:27]([CH3:28])[C:26]([C:29]([NH2:36])=[O:37])=[N:25][N:24]=2)(=[O:13])=[O:12])=[CH:9][CH:10]=1)([CH3:3])([CH3:2])[CH3:4], predict the reactants needed to synthesize it. The reactants are: [C:1]([C:5]1[CH:10]=[CH:9][C:8]([S:11]([NH:14][C:15]2[CH:20]=[C:19]([F:21])[C:18]([Cl:22])=[CH:17][C:16]=2[C:23]2[N:27]([CH3:28])[C:26]([CH2:29]C)=[N:25][N:24]=2)(=[O:13])=[O:12])=[CH:7][CH:6]=1)([CH3:4])([CH3:3])[CH3:2].C1COCC1.[NH4+:36].[OH-:37]. (2) Given the product [CH2:1]1[C:9]2[C:4](=[CH:5][C:6]([CH2:10][CH:11]([CH2:15][C:16](=[O:34])[N:17]3[CH2:18][CH2:19][CH:20]([N:23]4[CH2:32][C:31]5[C:26](=[CH:27][CH:28]=[CH:29][CH:30]=5)[NH:25][C:24]4=[O:33])[CH2:21][CH2:22]3)[C:12]([N:48]3[CH2:49][CH2:50][CH:45]([CH:42]4[CH2:41][CH2:40][N:39]([CH2:38][C:37]([O:36][CH3:35])=[O:51])[CH2:44][CH2:43]4)[CH2:46][CH2:47]3)=[O:13])=[CH:7][CH:8]=2)[CH2:3][CH2:2]1, predict the reactants needed to synthesize it. The reactants are: [CH2:1]1[C:9]2[C:4](=[CH:5][C:6]([CH2:10][CH:11]([CH2:15][C:16](=[O:34])[N:17]3[CH2:22][CH2:21][CH:20]([N:23]4[CH2:32][C:31]5[C:26](=[CH:27][CH:28]=[CH:29][CH:30]=5)[NH:25][C:24]4=[O:33])[CH2:19][CH2:18]3)[C:12](O)=[O:13])=[CH:7][CH:8]=2)[CH2:3][CH2:2]1.[CH3:35][O:36][C:37](=[O:51])[CH2:38][N:39]1[CH2:44][CH2:43][CH:42]([CH:45]2[CH2:50][CH2:49][NH:48][CH2:47][CH2:46]2)[CH2:41][CH2:40]1. (3) Given the product [F:12][C:13]1[CH:18]=[C:17]2[C:16](=[CH:15][CH:14]=1)[NH:19][C:2]1[CH2:7][CH2:6][CH:5]([C:8]([O:10][CH3:26])=[O:9])[CH2:4][C:3]2=1, predict the reactants needed to synthesize it. The reactants are: O=[C:2]1[CH2:7][CH2:6][CH:5]([C:8]([OH:10])=[O:9])[CH2:4][CH2:3]1.Cl.[F:12][C:13]1[CH:18]=[CH:17][C:16]([NH:19]N)=[CH:15][CH:14]=1.S(=O)(=O)(O)O.[CH3:26]O. (4) Given the product [F:2][C:3]1[CH:4]=[CH:5][C:6]([C@@H:9]2[O:14][CH2:13][CH2:12][N:11]([CH2:22][C:24]3[CH:25]=[CH:26][C:27]([C@H:30]([NH:32][S:33]([CH3:36])(=[O:35])=[O:34])[CH3:31])=[CH:28][CH:29]=3)[CH2:10]2)=[CH:7][CH:8]=1, predict the reactants needed to synthesize it. The reactants are: Cl.[F:2][C:3]1[CH:8]=[CH:7][C:6]([C@@H:9]2[O:14][CH2:13][CH2:12][NH:11][CH2:10]2)=[CH:5][CH:4]=1.C(N(CC)CC)C.[CH:22]([C:24]1[CH:29]=[CH:28][C:27]([C@H:30]([NH:32][S:33]([CH3:36])(=[O:35])=[O:34])[CH3:31])=[CH:26][CH:25]=1)=O.C(O)(=O)C.C(O[BH-](OC(=O)C)OC(=O)C)(=O)C.[Na+].C(=O)(O)[O-].[Na+]. (5) Given the product [C:38]([N:12]1[CH2:11][CH2:10][CH:9]([O:8][C:6]2[CH:7]=[C:2]([CH3:1])[C:3]([C:16]3[CH:21]=[CH:20][CH:19]=[C:18]([CH2:22][O:23][C:24]4[CH:37]=[CH:36][C:27]5[C@H:28]([CH2:31][C:32]([O:34][CH3:35])=[O:33])[CH2:29][O:30][C:26]=5[CH:25]=4)[CH:17]=3)=[C:4]([CH3:15])[CH:5]=2)[CH2:14][CH2:13]1)(=[O:40])[CH3:39], predict the reactants needed to synthesize it. The reactants are: [CH3:1][C:2]1[CH:7]=[C:6]([O:8][CH:9]2[CH2:14][CH2:13][NH:12][CH2:11][CH2:10]2)[CH:5]=[C:4]([CH3:15])[C:3]=1[C:16]1[CH:21]=[CH:20][CH:19]=[C:18]([CH2:22][O:23][C:24]2[CH:37]=[CH:36][C:27]3[C@H:28]([CH2:31][C:32]([O:34][CH3:35])=[O:33])[CH2:29][O:30][C:26]=3[CH:25]=2)[CH:17]=1.[C:38](OC(=O)C)(=[O:40])[CH3:39].C(N(CC)CC)C. (6) The reactants are: FC1C=C(C=CC=1OC)C(NNC(C1OC=C(C2C=CC=CC=2)C=1C1C=CC=CC=1)=O)=O.[NH2:33][C:34]1[CH:35]=[C:36]([CH:60]=[CH:61][C:62]=1[O:63]C)[C:37]([NH:39][NH:40][C:41]([C:43]1[O:44][CH:45]=[C:46]([C:54]2[CH:59]=[CH:58][CH:57]=[CH:56][CH:55]=2)[C:47]=1[C:48]1[CH:53]=[CH:52][CH:51]=[CH:50][CH:49]=1)=[O:42])=[O:38]. Given the product [NH2:33][C:34]1[CH:35]=[C:36]([CH:60]=[CH:61][C:62]=1[OH:63])[C:37]([NH:39][NH:40][C:41]([C:43]1[O:44][CH:45]=[C:46]([C:54]2[CH:55]=[CH:56][CH:57]=[CH:58][CH:59]=2)[C:47]=1[C:48]1[CH:49]=[CH:50][CH:51]=[CH:52][CH:53]=1)=[O:42])=[O:38], predict the reactants needed to synthesize it.